From a dataset of Full USPTO retrosynthesis dataset with 1.9M reactions from patents (1976-2016). Predict the reactants needed to synthesize the given product. (1) Given the product [Cl:19][C:20]1[CH:21]=[CH:22][C:23]([N:26]2[CH2:31][CH2:30][N:29]([CH2:17][CH2:16][CH2:15][C:9]3[CH:10]=[C:11]([CH2:12][CH2:13][CH3:14])[N:7]([C:1]4[CH:6]=[CH:5][CH:4]=[CH:3][CH:2]=4)[N:8]=3)[CH2:28][CH2:27]2)=[CH:24][CH:25]=1, predict the reactants needed to synthesize it. The reactants are: [C:1]1([N:7]2[C:11]([CH2:12][CH2:13][CH3:14])=[CH:10][C:9]([CH2:15][CH2:16][CH:17]=O)=[N:8]2)[CH:6]=[CH:5][CH:4]=[CH:3][CH:2]=1.[Cl:19][C:20]1[CH:25]=[CH:24][C:23]([N:26]2[CH2:31][CH2:30][NH:29][CH2:28][CH2:27]2)=[CH:22][CH:21]=1.CCN(C(C)C)C(C)C.[BH-](OC(C)=O)(OC(C)=O)OC(C)=O.[Na+]. (2) Given the product [CH3:19][O:20][C:21]1[C:22](=[O:45])[C:23]([CH3:44])=[C:24]([CH2:30][C:31]2[CH:32]=[CH:33][C:34]([O:40][C:41](=[O:43])[CH3:42])=[C:35]([CH:39]=2)[C:36]([N:1]2[CH2:6][CH2:5][CH2:4][CH2:3][CH2:2]2)=[O:37])[C:25](=[O:29])[C:26]=1[O:27][CH3:28], predict the reactants needed to synthesize it. The reactants are: [NH:1]1[CH2:6][CH2:5][CH2:4][CH2:3][CH2:2]1.Cl.C(N=C=NCCCN(C)C)C.[CH3:19][O:20][C:21]1[C:22](=[O:45])[C:23]([CH3:44])=[C:24]([CH2:30][C:31]2[CH:32]=[CH:33][C:34]([O:40][C:41](=[O:43])[CH3:42])=[C:35]([CH:39]=2)[C:36](O)=[O:37])[C:25](=[O:29])[C:26]=1[O:27][CH3:28]. (3) Given the product [Cl:36][C:37]1[C:42]([NH:1][CH2:2][C@H:3]([C@H:5]2[C@H:12]3[C@H:8]([O:9][C:10]([CH3:13])([CH3:14])[O:11]3)[C:7]([CH2:15][O:16][C:17]([C:24]3[CH:29]=[CH:28][CH:27]=[CH:26][CH:25]=3)([C:18]3[CH:19]=[CH:20][CH:21]=[CH:22][CH:23]=3)[C:30]3[CH:35]=[CH:34][CH:33]=[CH:32][CH:31]=3)=[CH:6]2)[OH:4])=[N:41][CH:40]=[CH:39][N:38]=1, predict the reactants needed to synthesize it. The reactants are: [NH2:1][CH2:2][C@H:3]([C@H:5]1[C@H:12]2[C@H:8]([O:9][C:10]([CH3:14])([CH3:13])[O:11]2)[C:7]([CH2:15][O:16][C:17]([C:30]2[CH:35]=[CH:34][CH:33]=[CH:32][CH:31]=2)([C:24]2[CH:29]=[CH:28][CH:27]=[CH:26][CH:25]=2)[C:18]2[CH:23]=[CH:22][CH:21]=[CH:20][CH:19]=2)=[CH:6]1)[OH:4].[Cl:36][C:37]1[C:42](Cl)=[N:41][CH:40]=[CH:39][N:38]=1.C(N(CC)CC)C. (4) Given the product [NH:12]1[C:13]2[C:18](=[CH:17][CH:16]=[CH:15][CH:14]=2)[C:10]([C:8](=[O:9])[CH:32]([NH:31][C:30]2[CH:40]=[CH:41][CH:42]=[C:28]([O:27][CH3:26])[CH:29]=2)[C:33]2[CH:34]=[C:35]([CH3:39])[CH:36]=[CH:37][CH:38]=2)=[CH:11]1, predict the reactants needed to synthesize it. The reactants are: C(N(CC)CC)C.[CH:8]([C:10]1[C:18]2[C:13](=[CH:14][CH:15]=[CH:16][CH:17]=2)[N:12](C(OC(C)(C)C)=O)[CH:11]=1)=[O:9].[CH3:26][O:27][C:28]1[CH:29]=[C:30]([CH:40]=[CH:41][CH:42]=1)[N:31]=[CH:32][C:33]1[CH:38]=[CH:37][CH:36]=[C:35]([CH3:39])[CH:34]=1. (5) Given the product [CH3:12][CH:13]([CH3:15])/[CH:14]=[CH:8]/[C:7]1[CH:10]=[CH:11][C:4]([C:1]([OH:3])=[O:2])=[CH:5][CH:6]=1, predict the reactants needed to synthesize it. The reactants are: [C:1]([C:4]1[CH:11]=[CH:10][C:7]([CH:8]=O)=[CH:6][CH:5]=1)([OH:3])=[O:2].[CH2:12]([Mg]Cl)[CH:13]([CH3:15])[CH3:14].S(=O)(=O)(O)O. (6) Given the product [Cl:1][C:2]1[CH:3]=[CH:4][C:5]([C:8]2[C:9]([O:24][CH2:25][CH2:26][O:27][CH3:28])=[N:10][CH:11]=[C:12]([CH:23]=2)[C:13]([NH:15][C@@H:16]2[CH2:21][CH2:20][CH2:19][CH2:18][C@H:17]2[O:22][CH3:31])=[O:14])=[CH:6][CH:7]=1, predict the reactants needed to synthesize it. The reactants are: [Cl:1][C:2]1[CH:7]=[CH:6][C:5]([C:8]2[C:9]([O:24][CH2:25][CH2:26][O:27][CH3:28])=[N:10][CH:11]=[C:12]([CH:23]=2)[C:13]([NH:15][C@@H:16]2[CH2:21][CH2:20][CH2:19][CH2:18][C@H:17]2[OH:22])=[O:14])=[CH:4][CH:3]=1.[H-].[Na+].[CH3:31]I.